From a dataset of Reaction yield outcomes from USPTO patents with 853,638 reactions. Predict the reaction yield, written as a fraction of the theoretical maximum amount of product (1.0 means a 100% yield; for example, 0.34 means a 34% yield). (1) The reactants are [OH:1][C:2]([C:12]1[S:13][CH:14]=[CH:15][CH:16]=1)([C:7]1[S:8][CH:9]=[CH:10][CH:11]=1)[C:3]([O:5][CH3:6])=[O:4].O[C@H]1[CH2:23][CH2:22][C@H:21]([N:24]([CH3:32])[C:25](=[O:31])[O:26][C:27]([CH3:30])([CH3:29])[CH3:28])[CH2:20][CH2:19]1.[H-].[Na+]. The catalyst is C1(C)C=CC=CC=1. The product is [OH:1][C:2]([C:7]1[S:8][CH:9]=[CH:10][CH:11]=1)([C:12]1[S:13][CH:14]=[CH:15][CH:16]=1)[C:3]([O:5][C@H:6]1[CH2:23][CH2:22][C@H:21]([N:24]([C:25]([O:26][C:27]([CH3:29])([CH3:28])[CH3:30])=[O:31])[CH3:32])[CH2:20][CH2:19]1)=[O:4]. The yield is 0.690. (2) The reactants are Br[C:2]1[CH:3]=[C:4]2[C:9](=[CH:10][CH:11]=1)[N:8]=[CH:7][CH:6]=[CH:5]2.C[Si]([CH2:16][C:17]#[N:18])(C)C. The catalyst is CN(C=O)C.C1C=CC(/C=C/C(/C=C/C2C=CC=CC=2)=O)=CC=1.C1C=CC(/C=C/C(/C=C/C2C=CC=CC=2)=O)=CC=1.C1C=CC(/C=C/C(/C=C/C2C=CC=CC=2)=O)=CC=1.[Pd].[Pd].[F-].[F-].[Zn+2].CC1(C)C2C=CC=C(P(C3C=CC=CC=3)C3C=CC=CC=3)C=2OC2C1=CC=CC=2P(C1C=CC=CC=1)C1C=CC=CC=1. The product is [N:8]1[C:9]2[C:4](=[CH:3][C:2]([CH2:16][C:17]#[N:18])=[CH:11][CH:10]=2)[CH:5]=[CH:6][CH:7]=1. The yield is 0.721. (3) The reactants are [CH3:1][C:2]1([CH3:9])[O:6][C:5](=[O:7])[NH:4][C:3]1=[O:8].[C:10]([O:14][CH2:15][C:16]1[CH:21]=[CH:20][CH:19]=[CH:18][CH:17]=1)(=[O:13])[CH:11]=[CH2:12]. The catalyst is N1C=CC=CC=1.O. The product is [CH3:1][C:2]1([CH3:9])[O:6][C:5](=[O:7])[N:4]([CH2:12][CH2:11][C:10]([O:14][CH2:15][C:16]2[CH:21]=[CH:20][CH:19]=[CH:18][CH:17]=2)=[O:13])[C:3]1=[O:8]. The yield is 1.00. (4) The reactants are [Cl:1][C:2]1[CH:21]=[CH:20][C:5]([CH:6]=[C:7]2[CH2:12][CH2:11][N:10]([C:13]([O:15][C:16]([CH3:19])([CH3:18])[CH3:17])=[O:14])[CH2:9][CH2:8]2)=[CH:4][C:3]=1[F:22]. The catalyst is [Pt](=O)=O. The product is [Cl:1][C:2]1[CH:21]=[CH:20][C:5]([CH2:6][CH:7]2[CH2:8][CH2:9][N:10]([C:13]([O:15][C:16]([CH3:19])([CH3:17])[CH3:18])=[O:14])[CH2:11][CH2:12]2)=[CH:4][C:3]=1[F:22]. The yield is 0.980. (5) The yield is 0.960. The reactants are [OH:1][C:2]1[C:3]([N+:8]([O-:10])=[O:9])=[N:4][CH:5]=[CH:6][CH:7]=1.C[O-].[Na+].[Br:14]Br. The product is [Br:14][C:5]1[CH:6]=[CH:7][C:2]([OH:1])=[C:3]([N+:8]([O-:10])=[O:9])[N:4]=1. The catalyst is CO. (6) The reactants are [S:1]1[CH:5]=[CH:4][CH:3]=[C:2]1[C:6](=[NH:31])[NH:7][C:8]1[CH:30]=[CH:29][C:11]2[S:12][CH2:13][CH2:14][N:15]([CH:16]3[CH2:21][CH2:20][N:19](C(OC(C)(C)C)=O)[CH2:18][CH2:17]3)[C:10]=2[CH:9]=1.Cl.C(=O)([O-])[O-].[Na+].[Na+]. The catalyst is CO. The product is [NH:19]1[CH2:18][CH2:17][CH:16]([N:15]2[CH2:14][CH2:13][S:12][C:11]3[CH:29]=[CH:30][C:8]([NH:7][C:6]([C:2]4[S:1][CH:5]=[CH:4][CH:3]=4)=[NH:31])=[CH:9][C:10]2=3)[CH2:21][CH2:20]1. The yield is 0.694. (7) The reactants are [NH2:1][C:2]1[CH:7]=[C:6]([F:8])[CH:5]=[CH:4][C:3]=1[SH:9].Br[CH2:11][C:12]1[CH:13]=[C:14]([CH:19]=[CH:20][CH:21]=1)[C:15]([O:17][CH3:18])=[O:16].C([O-])([O-])=O.[K+].[K+]. The catalyst is CN(C=O)C. The product is [NH2:1][C:2]1[CH:7]=[C:6]([F:8])[CH:5]=[CH:4][C:3]=1[S:9][CH2:11][C:12]1[CH:13]=[C:14]([CH:19]=[CH:20][CH:21]=1)[C:15]([O:17][CH3:18])=[O:16]. The yield is 0.880. (8) The catalyst is [Pd].CO. The reactants are [CH:1]1([C:4]2[N:8]([C:9]3[CH:18]=[C:17]([N+:19]([O-])=O)[CH:16]=[CH:15][C:10]=3[O:11][CH2:12][CH2:13][OH:14])[N:7]=[N:6][N:5]=2)[CH2:3][CH2:2]1. The product is [NH2:19][C:17]1[CH:16]=[CH:15][C:10]([O:11][CH2:12][CH2:13][OH:14])=[C:9]([N:8]2[C:4]([CH:1]3[CH2:3][CH2:2]3)=[N:5][N:6]=[N:7]2)[CH:18]=1. The yield is 0.910.